The task is: Predict which catalyst facilitates the given reaction.. This data is from Catalyst prediction with 721,799 reactions and 888 catalyst types from USPTO. (1) Reactant: O[CH2:2][C:3]1[N:4]=[C:5]([C:8]2[CH:9]=[C:10]([C:14]3[CH2:20][C:19](=[O:21])[NH:18][C:17]4[CH:22]=[C:23]([N:26]5[CH:30]=[CH:29][CH:28]=[CH:27]5)[CH:24]=[CH:25][C:16]=4[N:15]=3)[CH:11]=[CH:12][CH:13]=2)[O:6][CH:7]=1.C(Cl)[Cl:32]. Product: [Cl:32][CH2:2][C:3]1[N:4]=[C:5]([C:8]2[CH:9]=[C:10]([C:14]3[CH2:20][C:19](=[O:21])[NH:18][C:17]4[CH:22]=[C:23]([N:26]5[CH:30]=[CH:29][CH:28]=[CH:27]5)[CH:24]=[CH:25][C:16]=4[N:15]=3)[CH:11]=[CH:12][CH:13]=2)[O:6][CH:7]=1. The catalyst class is: 309. (2) Reactant: [CH2:1]([C@:8]([OH:28])([CH2:25][CH2:26][OH:27])[C:9]([N:11]1[C@H:15]2[C:16]3[CH:17]=[CH:18][CH:19]=[CH:20][C:21]=3[CH2:22][C@H:14]2[O:13][C:12]1([CH3:24])[CH3:23])=[O:10])[C:2]1[CH:7]=[CH:6][CH:5]=[CH:4][CH:3]=1.CC(OI1(OC(C)=O)(OC(C)=O)OC(=O)C2C=CC=CC1=2)=O.C([O-])(O)=O.[Na+].[O-]S([O-])(=S)=O.[Na+].[Na+]. Product: [CH2:1]([C@@:8]([OH:28])([C:9]([N:11]1[C@H:15]2[C:16]3[CH:17]=[CH:18][CH:19]=[CH:20][C:21]=3[CH2:22][C@H:14]2[O:13][C:12]1([CH3:23])[CH3:24])=[O:10])[CH2:25][CH:26]=[O:27])[C:2]1[CH:7]=[CH:6][CH:5]=[CH:4][CH:3]=1. The catalyst class is: 158. (3) Reactant: [OH:1][CH2:2][C@H:3]1[CH2:7][CH2:6][N:5]([C:8]([O:10][C:11]([CH3:14])([CH3:13])[CH3:12])=[O:9])[CH2:4]1.[H-].[Na+].F[C:18]1[CH:23]=[CH:22][C:21]([S:24]([NH2:27])(=[O:26])=[O:25])=[CH:20][C:19]=1[N+:28]([O-:30])=[O:29]. Product: [N+:28]([C:19]1[CH:20]=[C:21]([S:24](=[O:26])(=[O:25])[NH2:27])[CH:22]=[CH:23][C:18]=1[O:1][CH2:2][C@H:3]1[CH2:7][CH2:6][N:5]([C:8]([O:10][C:11]([CH3:14])([CH3:13])[CH3:12])=[O:9])[CH2:4]1)([O-:30])=[O:29]. The catalyst class is: 7. (4) Reactant: [F:1][C:2]([C:5]1[CH:6]=[C:7]([CH:11]=[CH:12][N:13]=1)[C:8]([OH:10])=O)([CH3:4])[CH3:3].[CH2:14]([O:16][C:17]1[N:22]=[CH:21][C:20]([C:23]2[C:24]([CH3:30])=[N:25][CH:26]=[C:27]([NH2:29])[CH:28]=2)=[CH:19][C:18]=1[N:31]1[CH2:36][CH2:35][O:34][CH2:33][CH2:32]1)[CH3:15].C(N(C(C)C)C(C)C)C.C(P1(=O)OP(=O)(CCC)OP(=O)(CCC)O1)CC. Product: [CH2:14]([O:16][C:17]1[N:22]=[CH:21][C:20]([C:23]2[C:24]([CH3:30])=[N:25][CH:26]=[C:27]([NH:29][C:8](=[O:10])[C:7]3[CH:11]=[CH:12][N:13]=[C:5]([C:2]([F:1])([CH3:3])[CH3:4])[CH:6]=3)[CH:28]=2)=[CH:19][C:18]=1[N:31]1[CH2:32][CH2:33][O:34][CH2:35][CH2:36]1)[CH3:15]. The catalyst class is: 2. (5) Reactant: [CH2:1]([N:8]1[CH:16]=[N:15][C:14]2[C:9]1=[N:10][CH:11]=[N:12][CH:13]=2)[C:2]1[CH:7]=[CH:6][CH:5]=[CH:4][CH:3]=1.[Br:17]NC(=O)CCC(N)=O. Product: [CH2:1]([N:8]1[C:16]([Br:17])=[N:15][C:14]2[C:9]1=[N:10][CH:11]=[N:12][CH:13]=2)[C:2]1[CH:3]=[CH:4][CH:5]=[CH:6][CH:7]=1. The catalyst class is: 22. (6) The catalyst class is: 73. Product: [Na+:19].[Cl:21][C:22]1[CH:27]=[C:26]([C:11]2[N:8]3[CH:9]=[CH:10][C:5]([C:3]([O-:2])=[O:4])=[CH:6][C:7]3=[N:13][CH:12]=2)[CH:25]=[CH:24][CH:23]=1. Reactant: C[O:2][C:3]([C:5]1[CH:10]=[CH:9][N:8]2[C:11](I)=[CH:12][N:13]=[C:7]2[CH:6]=1)=[O:4].C([O-])([O-])=O.[Na+:19].[Na+].[Cl:21][C:22]1[CH:23]=[C:24](B(O)O)[CH:25]=[CH:26][CH:27]=1. (7) Reactant: [OH:1][CH:2]1[CH2:6][CH2:5][O:4][CH2:3]1.[C:7]1([CH3:17])[CH:12]=[CH:11][C:10]([S:13](Cl)(=[O:15])=[O:14])=[CH:9][CH:8]=1. Product: [O:4]1[CH2:5][CH2:6][CH:2]([O:1][S:13]([C:10]2[CH:11]=[CH:12][C:7]([CH3:17])=[CH:8][CH:9]=2)(=[O:15])=[O:14])[CH2:3]1. The catalyst class is: 17. (8) Reactant: [Br:1][C:2]1[CH:3]=[CH:4][C:5]([F:19])=[C:6]([C:8]2([CH3:18])[C:14]([F:16])([F:15])[CH2:13][O:12][CH2:11][C:10](=O)[NH:9]2)[CH:7]=1.COC1C=CC(P2(SP(C3C=CC(OC)=CC=3)(=S)S2)=[S:29])=CC=1. Product: [Br:1][C:2]1[CH:3]=[CH:4][C:5]([F:19])=[C:6]([C:8]2([CH3:18])[C:14]([F:16])([F:15])[CH2:13][O:12][CH2:11][C:10](=[S:29])[NH:9]2)[CH:7]=1. The catalyst class is: 1. (9) Reactant: [Br:1][C:2]1[CH:10]=[CH:9][CH:8]=[C:7]([CH3:11])[C:3]=1[C:4]([OH:6])=[O:5].CI.[C:14](=O)([O-])O.[K+]. Product: [Br:1][C:2]1[CH:10]=[CH:9][CH:8]=[C:7]([CH3:11])[C:3]=1[C:4]([O:6][CH3:14])=[O:5]. The catalyst class is: 3.